From a dataset of Catalyst prediction with 721,799 reactions and 888 catalyst types from USPTO. Predict which catalyst facilitates the given reaction. (1) Reactant: [Cl:1][C:2]1[N:7]=[C:6]([NH2:8])[CH:5]=[C:4]([N:9]2[C:13]([CH3:14])=[CH:12][C:11]([CH3:15])=[N:10]2)[N:3]=1.N1C=CC=CC=1.[Cl:22][CH2:23][C:24](Cl)=[O:25]. Product: [Cl:22][CH2:23][C:24]([NH:8][C:6]1[CH:5]=[C:4]([N:9]2[C:13]([CH3:14])=[CH:12][C:11]([CH3:15])=[N:10]2)[N:3]=[C:2]([Cl:1])[N:7]=1)=[O:25]. The catalyst class is: 2. (2) Reactant: [Br:1][C:2]1[C:3]([OH:11])=[C:4]([C:7]([O:9][CH3:10])=[O:8])[S:5][CH:6]=1.O[C@H:13]([CH3:23])[CH2:14][NH:15][C:16](=[O:22])[O:17][C:18]([CH3:21])([CH3:20])[CH3:19].C(P(CCCC)CCCC)CCC.N(C(OCC)=O)=NC(OCC)=O. Product: [Br:1][C:2]1[C:3]([O:11][C@@H:13]([CH3:23])[CH2:14][NH:15][C:16]([O:17][C:18]([CH3:21])([CH3:20])[CH3:19])=[O:22])=[C:4]([C:7]([O:9][CH3:10])=[O:8])[S:5][CH:6]=1. The catalyst class is: 1. (3) Reactant: [CH2:1]([O:3][C:4](=[O:33])[CH2:5][N:6]([C:8](=[O:32])[C@@H:9]([NH:24][C:25]([O:27][C:28]([CH3:31])([CH3:30])[CH3:29])=[O:26])[CH2:10][NH:11][S:12]([C:15]1[CH:20]=[CH:19][CH:18]=[CH:17][C:16]=1[N+:21]([O-:23])=[O:22])(=[O:14])=[O:13])[CH3:7])[CH3:2].[C:34]([O-])([O-])=O.[K+].[K+].CI. Product: [CH2:1]([O:3][C:4](=[O:33])[CH2:5][N:6]([C:8](=[O:32])[C@@H:9]([NH:24][C:25]([O:27][C:28]([CH3:29])([CH3:31])[CH3:30])=[O:26])[CH2:10][N:11]([CH3:34])[S:12]([C:15]1[CH:20]=[CH:19][CH:18]=[CH:17][C:16]=1[N+:21]([O-:23])=[O:22])(=[O:14])=[O:13])[CH3:7])[CH3:2]. The catalyst class is: 3. (4) Reactant: [C:1]([C:3]1[CH:11]=[CH:10][CH:9]=[C:8]2[C:4]=1[CH2:5][CH2:6][C:7]2=[N:12][S@@:13]([C:15]([CH3:18])([CH3:17])[CH3:16])=[O:14])#[N:2].[BH4-].[Na+]. Product: [C:1]([C:3]1[CH:11]=[CH:10][CH:9]=[C:8]2[C:4]=1[CH2:5][CH2:6][C@H:7]2[NH:12][S@@:13]([C:15]([CH3:18])([CH3:17])[CH3:16])=[O:14])#[N:2]. The catalyst class is: 1. (5) Reactant: [F:1][C:2]([F:18])([CH2:15][CH:16]=[CH2:17])[C:3]([NH:5][C@H:6]([C:9]1[CH:14]=[CH:13][CH:12]=[CH:11][CH:10]=1)[CH2:7][OH:8])=[O:4].[CH3:19][C@H:20]([CH2:24][CH:25]=[CH2:26])[C:21](O)=[O:22]. Product: [CH3:19][C@H:20]([CH2:24][CH:25]=[CH2:26])[C:21]([O:8][CH2:7][C@H:6]([NH:5][C:3](=[O:4])[C:2]([F:18])([F:1])[CH2:15][CH:16]=[CH2:17])[C:9]1[CH:14]=[CH:13][CH:12]=[CH:11][CH:10]=1)=[O:22]. The catalyst class is: 2. (6) Reactant: [CH2:1]([N:8]1[CH2:13][CH2:12][CH:11]([N:14]([CH:24]([CH3:26])[CH3:25])[C:15](=O)[CH2:16][CH2:17][CH2:18][O:19][CH2:20][CH2:21][OH:22])[CH2:10][CH2:9]1)[C:2]1[CH:7]=[CH:6][CH:5]=[CH:4][CH:3]=1.[H-].[Al+3].[Li+].[H-].[H-].[H-]. Product: [OH:22][CH2:21][CH2:20][O:19][CH2:18][CH2:17][CH2:16][CH2:15][N:14]([CH:11]1[CH2:12][CH2:13][N:8]([CH2:1][C:2]2[CH:7]=[CH:6][CH:5]=[CH:4][CH:3]=2)[CH2:9][CH2:10]1)[CH:24]([CH3:26])[CH3:25]. The catalyst class is: 1. (7) Reactant: [Cl:1][C:2]1[CH:25]=[CH:24][C:5]([CH2:6][NH:7][C:8]([C:10]2[C:11]([OH:23])=[C:12]3[CH:18]=[C:17]([C:19]#[C:20][CH2:21][OH:22])[S:16][C:13]3=[N:14][CH:15]=2)=[O:9])=[CH:4][CH:3]=1.C([O-])([O-])=O.[K+].[K+].Br[CH2:33][C:34]([OH:36])=[O:35]. Product: [Cl:1][C:2]1[CH:3]=[CH:4][C:5]([CH2:6][NH:7][C:8]([C:10]2[C:11](=[O:23])[C:12]3[CH:18]=[C:17]([C:19]#[C:20][CH2:21][OH:22])[S:16][C:13]=3[N:14]([CH2:33][C:34]([OH:36])=[O:35])[CH:15]=2)=[O:9])=[CH:24][CH:25]=1. The catalyst class is: 3.